From a dataset of CYP2D6 inhibition data for predicting drug metabolism from PubChem BioAssay. Regression/Classification. Given a drug SMILES string, predict its absorption, distribution, metabolism, or excretion properties. Task type varies by dataset: regression for continuous measurements (e.g., permeability, clearance, half-life) or binary classification for categorical outcomes (e.g., BBB penetration, CYP inhibition). Dataset: cyp2d6_veith. (1) The drug is Cc1ccc(-n2c(=O)[nH]cc(C(=O)N3CCc4ccccc43)c2=O)cc1. The result is 0 (non-inhibitor). (2) The molecule is COCCn1c(=O)c(-c2ccccc2)nc2cnc(N3CCOCC3)nc21. The result is 0 (non-inhibitor).